This data is from Full USPTO retrosynthesis dataset with 1.9M reactions from patents (1976-2016). The task is: Predict the reactants needed to synthesize the given product. (1) Given the product [NH2:1][C@H:2]1[CH2:7][CH2:6][CH2:5][NH:4][C@H:3]1[C:8]1[CH:13]=[CH:12][CH:11]=[CH:10][CH:9]=1, predict the reactants needed to synthesize it. The reactants are: [NH2:1][C:2]1[C:3]([C:8]2[CH:13]=[CH:12][CH:11]=[CH:10][CH:9]=2)=[N:4][CH:5]=[CH:6][CH:7]=1.Cl.[H][H]. (2) Given the product [CH:17]1([C:23]2[CH:41]=[CH:40][C:26]([CH2:27][N:28]([C:29]3[CH:30]=[CH:31][C:32]([OH:39])=[C:33]([CH:38]=3)[C:34]([O:36][CH3:37])=[O:35])[C:12](=[O:13])[C:11]3[CH:15]=[CH:16][C:8]([O:1][C:2]4[CH:7]=[CH:6][CH:5]=[CH:4][CH:3]=4)=[CH:9][CH:10]=3)=[CH:25][CH:24]=2)[CH2:22][CH2:21][CH2:20][CH2:19][CH2:18]1, predict the reactants needed to synthesize it. The reactants are: [O:1]([C:8]1[CH:16]=[CH:15][C:11]([C:12](Cl)=[O:13])=[CH:10][CH:9]=1)[C:2]1[CH:7]=[CH:6][CH:5]=[CH:4][CH:3]=1.[CH:17]1([C:23]2[CH:41]=[CH:40][C:26]([CH2:27][NH:28][C:29]3[CH:30]=[CH:31][C:32]([OH:39])=[C:33]([CH:38]=3)[C:34]([O:36][CH3:37])=[O:35])=[CH:25][CH:24]=2)[CH2:22][CH2:21][CH2:20][CH2:19][CH2:18]1.C([O-])(O)=O.[Na+]. (3) Given the product [CH3:43][O:42][C:40](=[O:41])[CH2:39][O:37][C:34]1[CH:33]=[CH:32][C:31]([C:11]2[N:12]([CH2:14][C:15]3[CH:16]=[CH:17][C:18]([C:21]4[CH:26]=[CH:25][CH:24]=[C:23]([C:27]([F:29])([F:28])[F:30])[CH:22]=4)=[CH:19][CH:20]=3)[CH:13]=[C:9]([C:3]3[CH:4]=[CH:5][C:6]([Cl:8])=[CH:7][C:2]=3[Cl:1])[N:10]=2)=[CH:36][CH:35]=1, predict the reactants needed to synthesize it. The reactants are: [Cl:1][C:2]1[CH:7]=[C:6]([Cl:8])[CH:5]=[CH:4][C:3]=1[C:9]1[N:10]=[C:11]([C:31]2[CH:36]=[CH:35][C:34]([OH:37])=[CH:33][CH:32]=2)[N:12]([CH2:14][C:15]2[CH:20]=[CH:19][C:18]([C:21]3[CH:26]=[CH:25][CH:24]=[C:23]([C:27]([F:30])([F:29])[F:28])[CH:22]=3)=[CH:17][CH:16]=2)[CH:13]=1.Br[CH2:39][C:40]([O:42][CH3:43])=[O:41]. (4) Given the product [CH3:1][O:2][C:3]1[CH:4]=[CH:5][C:6]([CH2:7][S:8][CH2:9][C:10]([N:37]2[C@@H:36]([C:30]3[CH:35]=[CH:34][CH:33]=[CH:32][CH:31]=3)[CH2:40][O:39][C:38]2=[O:41])=[O:12])=[CH:13][CH:14]=1, predict the reactants needed to synthesize it. The reactants are: [CH3:1][O:2][C:3]1[CH:14]=[CH:13][C:6]([CH2:7][S:8][CH2:9][C:10]([OH:12])=O)=[CH:5][CH:4]=1.C1(N=C=NC2CCCCC2)CCCCC1.[C:30]1([C@H:36]2[CH2:40][O:39][C:38](=[O:41])[NH:37]2)[CH:35]=[CH:34][CH:33]=[CH:32][CH:31]=1. (5) Given the product [CH2:1]([O:8][C@@H:9]([C:11]1[N:15]([CH2:16][CH2:17][CH3:18])[C:14](=[O:19])[N:13]([CH2:20][C:21]2[CH:28]=[CH:27][C:24]([CH3:25])=[CH:23][CH:22]=2)[N:12]=1)[CH3:10])[C:2]1[CH:7]=[CH:6][CH:5]=[CH:4][CH:3]=1, predict the reactants needed to synthesize it. The reactants are: [CH2:1]([O:8][C@@H:9]([C:11]1[N:15]([CH2:16][CH2:17][CH3:18])[C:14](=[O:19])[NH:13][N:12]=1)[CH3:10])[C:2]1[CH:7]=[CH:6][CH:5]=[CH:4][CH:3]=1.[CH3:20][C:21]1[CH:28]=[CH:27][C:24]([CH2:25]Br)=[CH:23][CH:22]=1.C(=O)([O-])[O-].[K+].[K+]. (6) Given the product [ClH:1].[ClH:1].[NH2:2][C:5]1[CH:10]=[CH:9][C:8]([C:11]2[CH:12]=[CH:13][C:14]([NH:17][C:18]([C@@H:20]3[CH:25]4[CH2:24][CH2:23][N:22]([CH2:27][CH2:26]4)[CH2:21]3)=[O:19])=[CH:15][CH:16]=2)=[CH:7][CH:6]=1, predict the reactants needed to synthesize it. The reactants are: [ClH:1].[N+:2]([C:5]1[CH:10]=[CH:9][C:8]([C:11]2[CH:16]=[CH:15][C:14]([NH:17][C:18]([C@@H:20]3[CH:25]4[CH2:26][CH2:27][N:22]([CH2:23][CH2:24]4)[CH2:21]3)=[O:19])=[CH:13][CH:12]=2)=[CH:7][CH:6]=1)([O-])=O. (7) Given the product [CH3:3][N:4]1[C:6]([C:5]([OH:32])=[O:1])=[N:7][C:8]2[C:13]1=[N:12][CH:11]=[N:10][C:9]=2[N:14]1[CH2:15][CH2:16][CH:17]([N:20]2[C:24]3[CH:25]=[CH:26][CH:27]=[CH:28][C:23]=3[NH:22][C:21]2=[O:29])[CH2:18][CH2:19]1, predict the reactants needed to synthesize it. The reactants are: [OH-:1].[Na+].[CH3:3][N:4]1[C:13]2[N:12]=[CH:11][N:10]=[C:9]([N:14]3[CH2:19][CH2:18][CH:17]([N:20]4[C:24]5[CH:25]=[CH:26][CH:27]=[CH:28][C:23]=5[NH:22][C:21]4=[O:29])[CH2:16][CH2:15]3)[C:8]=2[N:7]=[C:6](OC)[C:5]1=[O:32].Cl. (8) Given the product [N:36]1([CH2:42][C:43]([NH:1][C:2]2[CH:10]=[C:9]([C:11]3[CH:16]=[N:15][CH:14]=[C:13]([NH:17][S:18]([C:21]4[CH:22]=[CH:23][CH:24]=[CH:25][CH:26]=4)(=[O:20])=[O:19])[CH:12]=3)[CH:8]=[C:7]3[C:3]=2[CH:4]=[N:5][NH:6]3)=[O:44])[CH2:41][CH2:40][O:39][CH2:38][CH2:37]1, predict the reactants needed to synthesize it. The reactants are: [NH2:1][C:2]1[CH:10]=[C:9]([C:11]2[CH:12]=[C:13]([NH:17][S:18]([C:21]3[CH:26]=[CH:25][CH:24]=[CH:23][CH:22]=3)(=[O:20])=[O:19])[CH:14]=[N:15][CH:16]=2)[CH:8]=[C:7]2[C:3]=1[CH:4]=[N:5][N:6]2S(C1C=CC=CC=1)(=O)=O.[N:36]1([CH2:42][C:43](O)=[O:44])[CH2:41][CH2:40][O:39][CH2:38][CH2:37]1.CCN(C(C)C)C(C)C.CN(C(ON1N=NC2C=CC=NC1=2)=[N+](C)C)C.F[P-](F)(F)(F)(F)F.[OH-].[Na+].Cl.